Dataset: Forward reaction prediction with 1.9M reactions from USPTO patents (1976-2016). Task: Predict the product of the given reaction. (1) Given the reactants [Na].[OH:2][CH:3]1[CH2:7][CH2:6][C:5](=[N:8]O)[C:4]1([CH3:11])[CH3:10], predict the reaction product. The product is: [NH2:8][CH:5]1[CH2:6][CH2:7][CH:3]([OH:2])[C:4]1([CH3:11])[CH3:10]. (2) Given the reactants [CH3:1][O:2][CH2:3][C@H:4]([CH3:31])[O:5][C:6]1[CH:7]=[C:8]([C:23]2[NH:27][C:26]([C:28]([OH:30])=O)=[CH:25][CH:24]=2)[CH:9]=[C:10]([O:12][C:13]2[CH:14]=[N:15][C:16]([S:19]([CH3:22])(=[O:21])=[O:20])=[CH:17][CH:18]=2)[CH:11]=1.[NH2:32][C@H:33]([CH2:36][CH3:37])[CH2:34][OH:35].C1C=CC2N(O)N=NC=2C=1.O.CN1CCOCC1.CCN=C=NCCCN(C)C.Cl, predict the reaction product. The product is: [OH:35][CH2:34][C@H:33]([NH:32][C:28]([C:26]1[NH:27][C:23]([C:8]2[CH:9]=[C:10]([O:12][C:13]3[CH:14]=[N:15][C:16]([S:19]([CH3:22])(=[O:20])=[O:21])=[CH:17][CH:18]=3)[CH:11]=[C:6]([O:5][C@@H:4]([CH3:31])[CH2:3][O:2][CH3:1])[CH:7]=2)=[CH:24][CH:25]=1)=[O:30])[CH2:36][CH3:37].